Dataset: Peptide-MHC class II binding affinity with 134,281 pairs from IEDB. Task: Regression. Given a peptide amino acid sequence and an MHC pseudo amino acid sequence, predict their binding affinity value. This is MHC class II binding data. (1) The peptide sequence is AENVKPPKVDPATYG. The MHC is DRB1_0701 with pseudo-sequence DRB1_0701. The binding affinity (normalized) is 0. (2) The peptide sequence is VTPCAAEEQKLPINALSNSL. The MHC is DRB1_0401 with pseudo-sequence DRB1_0401. The binding affinity (normalized) is 0.218. (3) The peptide sequence is VPEDPEDSALLE. The MHC is DRB1_1101 with pseudo-sequence DRB1_1101. The binding affinity (normalized) is 0.